Dataset: Full USPTO retrosynthesis dataset with 1.9M reactions from patents (1976-2016). Task: Predict the reactants needed to synthesize the given product. (1) Given the product [CH:12]1([CH:17]([C:21]2[CH:26]=[CH:25][CH:24]=[CH:23][C:22]=2[F:27])[C:18]([NH:11][C:8]2[CH:9]=[C:10]3[C:5](=[CH:6][CH:7]=2)[NH:4][N:3]=[C:2]3[I:1])=[O:19])[CH2:16][CH2:15][CH2:14][CH2:13]1, predict the reactants needed to synthesize it. The reactants are: [I:1][C:2]1[C:10]2[C:5](=[CH:6][CH:7]=[C:8]([NH2:11])[CH:9]=2)[NH:4][N:3]=1.[CH:12]1([CH:17]([C:21]2[CH:26]=[CH:25][CH:24]=[CH:23][C:22]=2[F:27])[C:18](O)=[O:19])[CH2:16][CH2:15][CH2:14][CH2:13]1.CN(C(ON1N=NC2C=CC=CC1=2)=[N+](C)C)C.[B-](F)(F)(F)F.CCN(C(C)C)C(C)C. (2) The reactants are: [C:1]([N:4]1[CH2:9][CH2:8][CH2:7][C:6]([CH2:18][CH:19]=[O:20])([CH2:10][C:11]2[CH:16]=[CH:15][C:14]([CH3:17])=[CH:13][CH:12]=2)[CH2:5]1)(=[O:3])[CH3:2].[OH-].[Na+].[CH2:23]([OH:25])[CH3:24]. Given the product [C:1]([N:4]1[CH2:9][CH2:8][CH2:7][C:6]([CH2:18][C:19]([O:25][CH2:23][CH3:24])=[O:20])([CH2:10][C:11]2[CH:12]=[CH:13][C:14]([CH3:17])=[CH:15][CH:16]=2)[CH2:5]1)(=[O:3])[CH3:2], predict the reactants needed to synthesize it. (3) Given the product [CH3:1][O:2][C:3]([C:5]1[S:9][C:8]2[CH:10]=[C:11]([C:14]#[CH:15])[CH:12]=[CH:13][C:7]=2[CH:6]=1)=[O:4], predict the reactants needed to synthesize it. The reactants are: [CH3:1][O:2][C:3]([C:5]1[S:9][C:8]2[CH:10]=[C:11]([C:14]#[C:15][Si](C)(C)C)[CH:12]=[CH:13][C:7]=2[CH:6]=1)=[O:4]. (4) Given the product [CH2:1]([C:5]1[CH:18]=[CH:17][C:16]2[C:7](=[C:8]3[C:13](=[CH:14][CH:15]=2)[CH:12]=[CH:11][CH:10]=[N:9]3)[N:6]=1)[CH2:3][CH2:24][CH3:25], predict the reactants needed to synthesize it. The reactants are: [CH:1]([C:5]1[CH:18]=[CH:17][C:16]2[C:7](=[C:8]3[C:13](=[CH:14][CH:15]=2)[CH:12]=[CH:11][C:10](C(CC)C)=[N:9]3)[N:6]=1)([CH2:3]C)C.N1C2C(=CC=C3C=2N=CC=C3)C=[CH:25][CH:24]=1.C([Li])CCC. (5) Given the product [CH3:21][C:20]1[CH:22]=[CH:23][C:17]([S:14]([O:13][CH2:12][C:3]2[C:4]([C:8]([F:10])([F:11])[F:9])=[CH:5][CH:6]=[CH:7][C:2]=2[Cl:1])(=[O:16])=[O:15])=[CH:18][CH:19]=1, predict the reactants needed to synthesize it. The reactants are: [Cl:1][C:2]1[CH:7]=[CH:6][CH:5]=[C:4]([C:8]([F:11])([F:10])[F:9])[C:3]=1[CH2:12][OH:13].[S:14](Cl)([C:17]1[CH:23]=[CH:22][C:20]([CH3:21])=[CH:19][CH:18]=1)(=[O:16])=[O:15].CCN(CC)CC. (6) Given the product [CH3:26][N:27]([CH:29]=[C:12]1[C:11]2[CH:18]=[C:7]([N:6]3[CH2:5][C@H:4]([CH2:19][NH:20][C:21](=[O:23])[CH3:22])[O:3][C:2]3=[O:1])[CH:8]=[CH:9][C:10]=2[CH2:16][CH2:15][CH2:14][C:13]1=[O:17])[CH3:28], predict the reactants needed to synthesize it. The reactants are: [O:1]=[C:2]1[N:6]([C:7]2[CH:8]=[CH:9][C:10]3[CH2:16][CH2:15][CH2:14][C:13](=[O:17])[CH2:12][C:11]=3[CH:18]=2)[CH2:5][C@H:4]([CH2:19][NH:20][C:21](=[O:23])[CH3:22])[O:3]1.CO[CH:26](OC)[N:27]([CH3:29])[CH3:28]. (7) The reactants are: Cl.[CH2:2]([N:9]1[CH:17]=[C:16]2[C:11]([CH:12]=[C:13]([C:18]3[CH:19]=[C:20]([CH:28]4[CH2:33][CH2:32][CH2:31][NH:30][CH2:29]4)[N:21]4[C:26]=3[C:25]([NH2:27])=[N:24][CH:23]=[N:22]4)[CH:14]=[CH:15]2)=[N:10]1)[C:3]1[CH:8]=[CH:7][CH:6]=[CH:5][CH:4]=1.[CH3:34][S:35](Cl)(=[O:37])=[O:36].C(N(CC)C(C)C)(C)C. Given the product [CH2:2]([N:9]1[CH:17]=[C:16]2[C:11]([CH:12]=[C:13]([C:18]3[CH:19]=[C:20]([CH:28]4[CH2:33][CH2:32][CH2:31][N:30]([S:35]([CH3:34])(=[O:37])=[O:36])[CH2:29]4)[N:21]4[C:26]=3[C:25]([NH2:27])=[N:24][CH:23]=[N:22]4)[CH:14]=[CH:15]2)=[N:10]1)[C:3]1[CH:4]=[CH:5][CH:6]=[CH:7][CH:8]=1, predict the reactants needed to synthesize it. (8) Given the product [CH2:11]([O:13][C:14]([C:15]1[C:16]([CH3:17])=[N:10][N:9]([C:5]2[CH:6]=[CH:7][CH:8]=[C:3]([Cl:2])[CH:4]=2)[C:19]=1[CH3:20])=[O:22])[CH3:12], predict the reactants needed to synthesize it. The reactants are: Cl.[Cl:2][C:3]1[CH:4]=[C:5]([NH:9][NH2:10])[CH:6]=[CH:7][CH:8]=1.[CH2:11]([O:13][C:14](=[O:22])[CH:15]([C:19](=O)[CH3:20])[C:16](=O)[CH3:17])[CH3:12].N1C=CC=CC=1.